This data is from Catalyst prediction with 721,799 reactions and 888 catalyst types from USPTO. The task is: Predict which catalyst facilitates the given reaction. (1) Reactant: [F:1][C:2]1[CH:31]=[CH:30][C:5]([CH2:6][N:7]2[C:12](=[O:13])[CH2:11][N:10]([C:14]([O:16][CH2:17][C:18]3[CH:23]=[CH:22][CH:21]=[CH:20][CH:19]=3)=[O:15])[CH2:9][CH:8]2[CH2:24][C:25]([O:27]CC)=[O:26])=[CH:4][CH:3]=1.[OH-].[Na+].Cl. Product: [F:1][C:2]1[CH:3]=[CH:4][C:5]([CH2:6][N:7]2[C:12](=[O:13])[CH2:11][N:10]([C:14]([O:16][CH2:17][C:18]3[CH:23]=[CH:22][CH:21]=[CH:20][CH:19]=3)=[O:15])[CH2:9][CH:8]2[CH2:24][C:25]([OH:27])=[O:26])=[CH:30][CH:31]=1. The catalyst class is: 7. (2) Reactant: [C:1]([C:4]1[CH:5]=[C:6]([C:11]2[C:12]([C:17]([O:19][CH3:20])=[O:18])=[N:13][CH:14]=[CH:15][CH:16]=2)[CH:7]=[CH:8][C:9]=1[Cl:10])([OH:3])=O.C(Cl)(=O)C(Cl)=O.Cl.[CH:28]1([CH2:34][CH2:35][NH2:36])[CH2:33][CH2:32][CH2:31][CH2:30][CH2:29]1.C(N(CC)CC)C. Product: [Cl:10][C:9]1[CH:8]=[CH:7][C:6]([C:11]2[C:12]([C:17]([O:19][CH3:20])=[O:18])=[N:13][CH:14]=[CH:15][CH:16]=2)=[CH:5][C:4]=1[C:1]([NH:36][CH2:35][CH2:34][CH:28]1[CH2:33][CH2:32][CH2:31][CH2:30][CH2:29]1)=[O:3]. The catalyst class is: 204. (3) Reactant: [CH:1]1[C:13]2[N:12]([C:14]3[CH:19]=[CH:18][C:17]([C:20](=[O:22])[CH3:21])=[CH:16][CH:15]=3)[C:11]3[C:6](=[CH:7][CH:8]=[CH:9][CH:10]=3)[C:5]=2[CH:4]=[CH:3][CH:2]=1.[Al+3].[Cl-].[Cl-].[Cl-].[C:27]1([CH3:36])[C:28]([C:33](Cl)=[O:34])=[CH:29][CH:30]=[CH:31][CH:32]=1. Product: [CH3:36][C:27]1[CH:32]=[CH:31][CH:30]=[CH:29][C:28]=1[C:33]([C:8]1[CH:9]=[CH:10][C:11]2[N:12]([C:14]3[CH:15]=[CH:16][C:17]([C:20](=[O:22])[CH3:21])=[CH:18][CH:19]=3)[C:13]3[C:5]([C:6]=2[CH:7]=1)=[CH:4][C:3]([C:33](=[O:34])[C:28]1[CH:29]=[CH:30][CH:31]=[CH:32][C:27]=1[CH3:36])=[CH:2][CH:1]=3)=[O:34]. The catalyst class is: 2. (4) Reactant: Cl[C:2](=[O:25])[CH2:3][CH2:4][C:5]1[CH:14]=[CH:13][C:12]([C:15]2[CH:24]=[CH:23][C:18]([C:19]([O:21][CH3:22])=[O:20])=[CH:17][CH:16]=2)=[C:11]2[C:6]=1[CH:7]=[CH:8][CH:9]=[N:10]2.[CH3:26][N:27]1[CH2:32][CH2:31][NH:30][CH2:29][CH2:28]1.N1C=CC=CC=1. Product: [CH3:26][N:27]1[CH2:32][CH2:31][N:30]([C:2](=[O:25])[CH2:3][CH2:4][C:5]2[CH:14]=[CH:13][C:12]([C:15]3[CH:24]=[CH:23][C:18]([C:19]([O:21][CH3:22])=[O:20])=[CH:17][CH:16]=3)=[C:11]3[C:6]=2[CH:7]=[CH:8][CH:9]=[N:10]3)[CH2:29][CH2:28]1. The catalyst class is: 12. (5) Product: [CH3:1][O:2][C:3]([C:5]1[CH:6]=[C:7]2[C:12](=[CH:13][CH:14]=1)[CH:11]=[C:10]([C:15]([OH:17])=[O:16])[CH:9]=[CH:8]2)=[O:4]. The catalyst class is: 9. Reactant: [CH3:1][O:2][C:3]([C:5]1[CH:14]=[CH:13][C:12]2[C:7](=[CH:8][CH:9]=[C:10]([C:15]([O:17]C)=[O:16])[CH:11]=2)[CH:6]=1)=[O:4].[OH-].[Na+]. (6) Reactant: [N:1]1[C:10]2[C:5](=[CH:6][CH:7]=[CH:8][C:9]=2[NH:11][CH2:12][C:13]2[CH:22]=[CH:21][C:16]([C:17]([O:19]C)=[O:18])=[CH:15][CH:14]=2)[CH:4]=[CH:3][CH:2]=1.[OH-].[Na+]. Product: [N:1]1[C:10]2[C:5](=[CH:6][CH:7]=[CH:8][C:9]=2[NH:11][CH2:12][C:13]2[CH:14]=[CH:15][C:16]([C:17]([OH:19])=[O:18])=[CH:21][CH:22]=2)[CH:4]=[CH:3][CH:2]=1. The catalyst class is: 92. (7) Reactant: [CH2:1]1[CH2:11][C:9](=[O:10])[C:8]2[C:3](=[CH:4][CH:5]=[CH:6][CH:7]=2)[CH2:2]1.B(F)(F)F.[CH3:16][CH2:17]OCC.CC[OH:23]. Product: [CH:11]1([C:9]([O:10][CH2:16][CH3:17])=[O:23])[C:4]2[C:3](=[CH:8][CH:7]=[CH:6][CH:5]=2)[CH2:2][CH2:1]1. The catalyst class is: 11.